From a dataset of Reaction yield outcomes from USPTO patents with 853,638 reactions. Predict the reaction yield, written as a fraction of the theoretical maximum amount of product (1.0 means a 100% yield; for example, 0.34 means a 34% yield). (1) The reactants are [Br:1][C:2]1[CH:3]=[C:4]([CH2:8][C:9]([N:11]2[CH2:16][CH2:15][O:14][CH2:13][CH2:12]2)=O)[CH:5]=[N:6][CH:7]=1.B.C([O-])(O)=O.[Na+]. The catalyst is C1COCC1.O.CCOC(C)=O.CC1(C)C(C2C=NC(C)=C([N+]([O-])=O)C=2)=CCNC1. The product is [Br:1][C:2]1[CH:3]=[C:4]([CH2:8][CH2:9][N:11]2[CH2:16][CH2:15][O:14][CH2:13][CH2:12]2)[CH:5]=[N:6][CH:7]=1. The yield is 0.530. (2) The reactants are [F:1][C:2]1[CH:7]=[CH:6][CH:5]=[C:4]([F:8])[C:3]=1[O:9][C:10]1[CH:15]=[CH:14][C:13]([N+:16]([O-])=O)=[CH:12][CH:11]=1.O.NN. The catalyst is CO.[Ni]. The product is [F:1][C:2]1[CH:7]=[CH:6][CH:5]=[C:4]([F:8])[C:3]=1[O:9][C:10]1[CH:11]=[CH:12][C:13]([NH2:16])=[CH:14][CH:15]=1. The yield is 0.910.